This data is from Reaction yield outcomes from USPTO patents with 853,638 reactions. The task is: Predict the reaction yield, written as a fraction of the theoretical maximum amount of product (1.0 means a 100% yield; for example, 0.34 means a 34% yield). (1) The reactants are Br[C:2]1[C:3]([NH:10][CH2:11][CH:12]([CH3:14])[CH3:13])=[N:4][C:5]([C:8]#[N:9])=[N:6][CH:7]=1.[C:15]1([CH2:21][C:22]#[CH:23])[CH:20]=[CH:19][CH:18]=[CH:17][CH:16]=1.C(N(CC)CC)C.[Cl-].[NH4+]. The catalyst is CN(C=O)C.Cl[Pd](Cl)([P](C1C=CC=CC=1)(C1C=CC=CC=1)C1C=CC=CC=1)[P](C1C=CC=CC=1)(C1C=CC=CC=1)C1C=CC=CC=1.[Cu]I. The product is [CH2:21]([C:22]1[N:10]([CH2:11][CH:12]([CH3:14])[CH3:13])[C:3]2[N:4]=[C:5]([C:8]#[N:9])[N:6]=[CH:7][C:2]=2[CH:23]=1)[C:15]1[CH:20]=[CH:19][CH:18]=[CH:17][CH:16]=1. The yield is 0.406. (2) The catalyst is C(O)C.O. The product is [C:1]([O:4][C:5]1[C:10]([CH3:11])=[CH:9][C:8]([OH:12])=[CH:7][C:6]=1[C:16]([CH3:19])([CH3:18])[CH3:17])(=[O:3])[CH3:2]. The yield is 0.500. The reactants are [C:1]([O:4][C:5]1[C:10]([CH3:11])=[CH:9][C:8]([O:12]C(=O)C)=[CH:7][C:6]=1[C:16]([CH3:19])([CH3:18])[CH3:17])(=[O:3])[CH3:2].S(S([O-])=O)([O-])=O.[Na+].[Na+].[OH-].[Na+].Cl.